From a dataset of Reaction yield outcomes from USPTO patents with 853,638 reactions. Predict the reaction yield, written as a fraction of the theoretical maximum amount of product (1.0 means a 100% yield; for example, 0.34 means a 34% yield). (1) The reactants are C([N:8]1[CH2:13][CH2:12][CH2:11][C:10](=O)[CH2:9]1)(OC(C)(C)C)=O.[C:15]1([Mg]Br)[CH:20]=[CH:19][CH:18]=[CH:17][CH:16]=1.FC(F)(F)C(O)=O. The catalyst is C1COCC1.O.CCOC(C)=O. The product is [C:15]1([C:10]2[CH2:9][NH:8][CH2:13][CH2:12][CH:11]=2)[CH:20]=[CH:19][CH:18]=[CH:17][CH:16]=1. The yield is 0.980. (2) The reactants are [CH3:1][C:2]1[C:9]([C:10]2[S:11][C:12]([C:21]([NH2:23])=O)=[C:13]([C:15]3[CH:20]=[CH:19][CH:18]=[CH:17][CH:16]=3)[N:14]=2)=[C:5]2[S:6][CH:7]=[CH:8][N:4]2[N:3]=1.O.[NH2:25]N.[C:27]([OH:30])(=[O:29])[CH3:28].COC(OC)[N:34]([CH3:36])C. No catalyst specified. The product is [C:27]([OH:30])(=[O:29])[CH3:28].[CH3:1][C:2]1[C:9]([C:10]2[S:11][C:12]([C:21]3[NH:23][CH:36]=[N:34][N:25]=3)=[C:13]([C:15]3[CH:20]=[CH:19][CH:18]=[CH:17][CH:16]=3)[N:14]=2)=[C:5]2[S:6][CH:7]=[CH:8][N:4]2[N:3]=1. The yield is 0.330.